Dataset: Catalyst prediction with 721,799 reactions and 888 catalyst types from USPTO. Task: Predict which catalyst facilitates the given reaction. Reactant: ClC1C=C(Cl)C=CC=1C(Cl)=O.[Cl:12][C:13]1[CH:18]=[C:17]([Cl:19])[CH:16]=[CH:15][C:14]=1[C:20]([N:22]=[C:23]=[S:24])=[O:21].[CH3:25][O:26][C:27]1[CH:28]=[C:29]2[C:34](=[CH:35][C:36]=1[O:37][CH3:38])[N:33]=[CH:32][CH:31]=[C:30]2[O:39][C:40]1[CH:46]=[CH:45][C:43]([NH2:44])=[C:42]([CH3:47])[C:41]=1[CH3:48].C1(C)C=CC=CC=1. Product: [Cl:12][C:13]1[CH:18]=[C:17]([Cl:19])[CH:16]=[CH:15][C:14]=1[C:20]([N:22]=[C:23]=[S:24])=[O:21].[Cl:12][C:13]1[CH:18]=[C:17]([Cl:19])[CH:16]=[CH:15][C:14]=1[C:20]([NH:22][C:23]([NH:44][C:43]1[CH:45]=[CH:46][C:40]([O:39][C:30]2[C:29]3[C:34](=[CH:35][C:36]([O:37][CH3:38])=[C:27]([O:26][CH3:25])[CH:28]=3)[N:33]=[CH:32][CH:31]=2)=[C:41]([CH3:48])[C:42]=1[CH3:47])=[S:24])=[O:21]. The catalyst class is: 8.